Dataset: Buchwald-Hartwig C-N cross coupling reaction yields with 55,370 reactions. Task: Predict the reaction yield, written as a fraction of the theoretical maximum amount of product (1.0 means a 100% yield; for example, 0.34 means a 34% yield). (1) The reactants are COc1ccc(Br)cc1.Cc1ccc(N)cc1.O=S(=O)(O[Pd]1c2ccccc2-c2ccccc2N~1)C(F)(F)F.COc1ccc(OC)c(P([C@]23C[C@H]4C[C@H](C[C@H](C4)C2)C3)[C@]23C[C@H]4C[C@H](C[C@H](C4)C2)C3)c1-c1c(C(C)C)cc(C(C)C)cc1C(C)C.CN1CCCN2CCCN=C12.CCOC(=O)c1cc(OC)no1. No catalyst specified. The product is COc1ccc(Nc2ccc(C)cc2)cc1. The yield is 0.323. (2) The reactants are Clc1cccnc1.Cc1ccc(N)cc1.O=S(=O)(O[Pd]1c2ccccc2-c2ccccc2N~1)C(F)(F)F.CC(C)c1cc(C(C)C)c(-c2ccccc2P(C2CCCCC2)C2CCCCC2)c(C(C)C)c1.CN(C)C(=NC(C)(C)C)N(C)C.c1ccc(CN(Cc2ccccc2)c2ccno2)cc1. No catalyst specified. The product is Cc1ccc(Nc2cccnc2)cc1. The yield is 0.